Dataset: Catalyst prediction with 721,799 reactions and 888 catalyst types from USPTO. Task: Predict which catalyst facilitates the given reaction. (1) Reactant: C([C:4]1[C:13]2[C:8](=[C:9]([NH:14][C:15]([NH:17][CH2:18][C:19]3[CH:24]=[CH:23][C:22]([C:25]([F:28])([F:27])[F:26])=[CH:21][CH:20]=3)=[O:16])[CH:10]=[CH:11][CH:12]=2)[CH:7]=[CH:6][N:5]=1)(O)=O.C1(P([N:43]=[N+]=[N-])(C2C=CC=CC=2)=O)C=CC=CC=1.C(N(CC)CC)C.O. Product: [NH2:43][C:4]1[C:13]2[C:8](=[C:9]([NH:14][C:15]([NH:17][CH2:18][C:19]3[CH:20]=[CH:21][C:22]([C:25]([F:27])([F:26])[F:28])=[CH:23][CH:24]=3)=[O:16])[CH:10]=[CH:11][CH:12]=2)[CH:7]=[CH:6][N:5]=1. The catalyst class is: 12. (2) Reactant: F[C:2]1[C:10]([N+:11]([O-:13])=[O:12])=[CH:9][CH:8]=[C:7]([F:14])[C:3]=1[C:4]([OH:6])=[O:5].C([O-])(=O)C.[NH4+:19]. Product: [NH2:19][C:2]1[C:10]([N+:11]([O-:13])=[O:12])=[CH:9][CH:8]=[C:7]([F:14])[C:3]=1[C:4]([OH:6])=[O:5]. The catalyst class is: 5. (3) Reactant: [NH2:1][C:2]1[S:3][CH2:4][C:5]2([N:21]=1)[C@@H:18]1[C@H:13]([CH2:14][CH:15]([OH:19])[CH2:16][CH2:17]1)[O:12][C:11]1[C:6]2=[CH:7][C:8]([Br:20])=[CH:9][CH:10]=1.[CH3:22][C:23]([O:26][C:27](O[C:27]([O:26][C:23]([CH3:25])([CH3:24])[CH3:22])=[O:28])=[O:28])([CH3:25])[CH3:24]. Product: [Br:20][C:8]1[CH:7]=[C:6]2[C:11]([O:12][C@@H:13]3[C@@H:18]([C:5]42[CH2:4][S:3][C:2]([NH:1][C:27](=[O:28])[O:26][C:23]([CH3:25])([CH3:24])[CH3:22])=[N:21]4)[CH2:17][CH2:16][CH:15]([OH:19])[CH2:14]3)=[CH:10][CH:9]=1. The catalyst class is: 2.